This data is from Full USPTO retrosynthesis dataset with 1.9M reactions from patents (1976-2016). The task is: Predict the reactants needed to synthesize the given product. (1) Given the product [C:1]([O:5][C:6]([N:8]1[CH2:9][CH2:10][CH:11]([S:21][C:19](=[O:22])[CH3:20])[CH2:12][CH2:13]1)=[O:7])([CH3:2])([CH3:3])[CH3:4], predict the reactants needed to synthesize it. The reactants are: [C:1]([O:5][C:6]([N:8]1[CH2:13][CH2:12][CH:11](OS(C)(=O)=O)[CH2:10][CH2:9]1)=[O:7])([CH3:4])([CH3:3])[CH3:2].[C:19]([O-:22])(=[S:21])[CH3:20].[K+].O.CC(OC)(C)C. (2) Given the product [F:1][C:2]1[CH:3]=[CH:4][C:5]([O:6][CH2:7][C@H:8]2[CH2:26][N:12]3[CH2:13][CH2:14][N:15]([C:17]4[CH:22]=[CH:21][C:20]([NH2:23])=[CH:19][CH:18]=4)[CH2:16][C@@H:11]3[CH2:10][CH2:9]2)=[CH:27][CH:28]=1, predict the reactants needed to synthesize it. The reactants are: [F:1][C:2]1[CH:28]=[CH:27][C:5]([O:6][CH2:7][C@H:8]2[CH2:26][N:12]3[CH2:13][CH2:14][N:15]([C:17]4[CH:22]=[CH:21][C:20]([N+:23]([O-])=O)=[CH:19][CH:18]=4)[CH2:16][C@@H:11]3[CH2:10][CH2:9]2)=[CH:4][CH:3]=1. (3) Given the product [CH3:22][C:18]1[N:17]=[C:16]([NH:15][C:4]([C:6]2[CH:11]=[C:10]([C:12]#[N:13])[CH:9]=[C:8]([CH3:14])[N:7]=2)=[O:5])[CH:21]=[CH:20][CH:19]=1, predict the reactants needed to synthesize it. The reactants are: C(O[C:4]([C:6]1[CH:11]=[C:10]([C:12]#[N:13])[CH:9]=[C:8]([CH3:14])[N:7]=1)=[O:5])C.[NH2:15][C:16]1[CH:21]=[CH:20][CH:19]=[C:18]([CH3:22])[N:17]=1. (4) Given the product [Br:19][C:7]1[N:8]([CH2:11][C:12]2[CH:17]=[CH:16][CH:15]=[CH:14][C:13]=2[F:18])[C:9](=[O:10])[N:5]([CH2:4][C:3]([OH:20])=[O:2])[N:6]=1, predict the reactants needed to synthesize it. The reactants are: C[O:2][C:3](=[O:20])[CH2:4][N:5]1[C:9](=[O:10])[N:8]([CH2:11][C:12]2[CH:17]=[CH:16][CH:15]=[CH:14][C:13]=2[F:18])[C:7]([Br:19])=[N:6]1.[OH-].[Li+]. (5) Given the product [C:1]([O:5][C:6](=[O:29])[C@@H:7]([CH:26]([CH3:27])[CH3:28])[N:8]([CH2:37][CH2:38][CH:39]([CH3:41])[CH3:40])[S:9]([C:12]1[CH:21]=[CH:20][C:19]2[C:14](=[CH:15][CH:16]=[C:17]([O:22][C:23](=[O:25])[CH3:24])[CH:18]=2)[CH:13]=1)(=[O:11])=[O:10])([CH3:4])([CH3:3])[CH3:2], predict the reactants needed to synthesize it. The reactants are: [C:1]([O:5][C:6](=[O:29])[C@@H:7]([CH:26]([CH3:28])[CH3:27])[NH:8][S:9]([C:12]1[CH:21]=[CH:20][C:19]2[C:14](=[CH:15][CH:16]=[C:17]([O:22][C:23](=[O:25])[CH3:24])[CH:18]=2)[CH:13]=1)(=[O:11])=[O:10])([CH3:4])([CH3:3])[CH3:2].C(=O)([O-])[O-].[K+].[K+].Br[CH2:37][CH2:38][CH:39]([CH3:41])[CH3:40].O.